Dataset: Reaction yield outcomes from USPTO patents with 853,638 reactions. Task: Predict the reaction yield, written as a fraction of the theoretical maximum amount of product (1.0 means a 100% yield; for example, 0.34 means a 34% yield). (1) The reactants are [C:1]([O:5][C:6]([N:8]1[CH2:13][CH2:12][CH:11]([C:14]2[N:18]=[C:17]([NH:19][C:20]3[CH:25]=[C:24]([O:26][C:27]4[C:28]([CH3:39])=[N:29][CH:30]=[C:31]([C:37]=4[CH3:38])[C:32]([O:34]CC)=[O:33])[C:23]([Br:40])=[CH:22][N:21]=3)[S:16][N:15]=2)[CH2:10][CH2:9]1)=[O:7])([CH3:4])([CH3:3])[CH3:2].[OH-].[Na+]. The catalyst is CCO. The product is [C:1]([O:5][C:6]([N:8]1[CH2:13][CH2:12][CH:11]([C:14]2[N:18]=[C:17]([NH:19][C:20]3[CH:25]=[C:24]([O:26][C:27]4[C:28]([CH3:39])=[N:29][CH:30]=[C:31]([C:37]=4[CH3:38])[C:32]([OH:34])=[O:33])[C:23]([Br:40])=[CH:22][N:21]=3)[S:16][N:15]=2)[CH2:10][CH2:9]1)=[O:7])([CH3:4])([CH3:3])[CH3:2]. The yield is 0.250. (2) The reactants are Br[C:2]1[S:3][CH:4]=[CH:5][CH:6]=1.[CH3:7][O:8][C:9]1[CH:14]=[CH:13][CH:12]=[CH:11][C:10]=1B(O)O.P([O-])([O-])([O-])=O.[K+].[K+].[K+].[Cl-].[NH4+]. The catalyst is C([O-])(=O)C.[Pd+2].C([O-])(=O)C.C1(P(C2C=CC=CC=2)C2C=CC=CC=2)C=CC=CC=1.C(OCC)C.C(COC)OC.O. The product is [CH3:7][O:8][C:9]1[CH:14]=[CH:13][CH:12]=[CH:11][C:10]=1[C:2]1[S:3][CH:4]=[CH:5][CH:6]=1. The yield is 0.950. (3) The reactants are C1(P(C2C=CC=CC=2)C2C=CC=CC=2)C=CC=CC=1.[NH:20]1[CH2:25][CH2:24][CH2:23][CH:22]([CH:26](O)[CH2:27][CH3:28])[CH2:21]1.CCOC(/N=N/C(OCC)=O)=O.O1CCCCC1[N:48]1[C:56]2[C:51](=[CH:52][C:53]([C:57]3[N:61]=[CH:60][N:59](C(C4C=CC=CC=4)(C4C=CC=CC=4)C4C=CC=CC=4)[N:58]=3)=[CH:54][CH:55]=2)[C:50]([C:81]2[CH:82]=[C:83]([OH:87])[CH:84]=[CH:85][CH:86]=2)=[N:49]1.Cl. The catalyst is O1CCCC1. The product is [NH:58]1[C:57]([C:53]2[CH:52]=[C:51]3[C:56](=[CH:55][CH:54]=2)[NH:48][N:49]=[C:50]3[C:81]2[CH:86]=[CH:85][CH:84]=[C:83]([O:87][CH2:28][CH2:27][CH2:26][CH:22]3[CH2:23][CH2:24][CH2:25][NH:20][CH2:21]3)[CH:82]=2)=[N:61][CH:60]=[N:59]1. The yield is 0.320. (4) The reactants are [CH3:1][N:2]1[CH:6]=[C:5]([CH3:7])[C:4]([C:8]([O:10]CC)=[O:9])=[N:3]1.[OH-].[Na+]. The catalyst is C(O)C. The product is [CH3:1][N:2]1[CH:6]=[C:5]([CH3:7])[C:4]([C:8]([OH:10])=[O:9])=[N:3]1. The yield is 0.410. (5) The reactants are Br[C:2]1[CH:3]=[C:4]([CH3:9])[CH:5]=[CH:6][C:7]=1[Cl:8].[C:10](=[N:23][NH2:24])([C:17]1[CH:22]=[CH:21][CH:20]=[CH:19][CH:18]=1)[C:11]1[CH:16]=[CH:15][CH:14]=[CH:13][CH:12]=1.CC(C)([O-:28])C.[Na+].[CH2:31]([O:33][CH2:34][CH3:35])[CH3:32]. The catalyst is C1(C)C=CC=CC=1.C([O-])(=O)C.[Pd+2].C([O-])(=O)C. The product is [CH3:32][CH2:31][O:33][C:34]([CH3:35])=[O:28].[CH3:7][CH2:2][CH2:3][CH:4]([CH3:9])[CH3:5].[Cl:8][C:7]1[CH:6]=[CH:5][C:4]([CH3:9])=[CH:3][C:2]=1[NH:24][N:23]=[C:10]([C:11]1[CH:16]=[CH:15][CH:14]=[CH:13][CH:12]=1)[C:17]1[CH:22]=[CH:21][CH:20]=[CH:19][CH:18]=1. The yield is 0.100. (6) The reactants are Br[C:2]1[CH:3]=[N:4][NH:5][C:6]=1[CH:7]1[CH2:9][CH2:8]1.[B:10]1([B:10]2[O:14][C:13]([CH3:16])([CH3:15])[C:12]([CH3:18])([CH3:17])[O:11]2)[O:14][C:13]([CH3:16])([CH3:15])[C:12]([CH3:18])([CH3:17])[O:11]1.CC([O-])=O.[K+]. The catalyst is CS(C)=O. The product is [CH:7]1([C:6]2[NH:5][N:4]=[CH:3][C:2]=2[B:10]2[O:14][C:13]([CH3:16])([CH3:15])[C:12]([CH3:18])([CH3:17])[O:11]2)[CH2:9][CH2:8]1. The yield is 0.140. (7) The reactants are C([O:3][C:4]([C:6]1[CH:7]=[C:8]2[C:13](=[CH:14][CH:15]=1)[NH:12][CH:11]([C:16]1[CH:21]=[CH:20][CH:19]=[C:18]([N:22]3[CH2:27][CH2:26][N:25]([C:28]4[CH:33]=[CH:32][CH:31]=[CH:30][C:29]=4[CH3:34])[CH2:24][CH2:23]3)[CH:17]=1)[C:10]([CH3:36])([CH3:35])[CH2:9]2)=[O:5])C.[OH-].[Na+].Cl. The catalyst is CO.O1CCCC1.O. The product is [CH3:35][C:10]1([CH3:36])[CH2:9][C:8]2[C:13](=[CH:14][CH:15]=[C:6]([C:4]([OH:5])=[O:3])[CH:7]=2)[NH:12][CH:11]1[C:16]1[CH:21]=[CH:20][CH:19]=[C:18]([N:22]2[CH2:23][CH2:24][N:25]([C:28]3[CH:33]=[CH:32][CH:31]=[CH:30][C:29]=3[CH3:34])[CH2:26][CH2:27]2)[CH:17]=1. The yield is 0.900. (8) The reactants are [CH3:1][C:2]1[CH:7]=[CH:6][C:5](B(O)O)=[CH:4][CH:3]=1.Cl[C:12]1[C:21]2[C:16](=[CH:17][CH:18]=[CH:19][CH:20]=2)[CH:15]=[CH:14][N:13]=1.C1(C)C=CC=CC=1.C(=O)([O-])[O-].[Na+].[Na+]. The catalyst is [Pd].C1(P(C2C=CC=CC=2)C2C=CC=CC=2)C=CC=CC=1.C1(P(C2C=CC=CC=2)C2C=CC=CC=2)C=CC=CC=1.C1(P(C2C=CC=CC=2)C2C=CC=CC=2)C=CC=CC=1.C1(P(C2C=CC=CC=2)C2C=CC=CC=2)C=CC=CC=1.C(O)C. The product is [CH3:1][C:2]1[CH:7]=[CH:6][C:5]([C:12]2[C:21]3[C:16](=[CH:17][CH:18]=[CH:19][CH:20]=3)[CH:15]=[CH:14][N:13]=2)=[CH:4][CH:3]=1. The yield is 0.511.